This data is from Reaction yield outcomes from USPTO patents with 853,638 reactions. The task is: Predict the reaction yield, written as a fraction of the theoretical maximum amount of product (1.0 means a 100% yield; for example, 0.34 means a 34% yield). (1) The reactants are [OH:1][C:2]1([CH:13]([N+:15]([O-:17])=[O:16])[CH3:14])[CH2:5][N:4](C(OC(C)(C)C)=O)[CH2:3]1.[ClH:18]. The catalyst is CO.O1CCOCC1. The product is [ClH:18].[N+:15]([CH:13]([C:2]1([OH:1])[CH2:5][NH:4][CH2:3]1)[CH3:14])([O-:17])=[O:16]. The yield is 0.960. (2) The reactants are [CH3:1][O:2][C:3]1[CH:4]=[C:5]2[C:9](=[CH:10][CH:11]=1)[NH:8][C:7](=[O:12])[CH2:6]2.[N:13]1[CH:18]=[CH:17][CH:16]=[C:15](/[CH:19]=[CH:20]/[C:21]2[C:29]3[C:24](=[CH:25][C:26]([CH:30]=O)=[CH:27][CH:28]=3)[NH:23][N:22]=2)[CH:14]=1. No catalyst specified. The product is [CH3:1][O:2][C:3]1[CH:4]=[C:5]2[C:9](=[CH:10][CH:11]=1)[NH:8][C:7](=[O:12])[C:6]2=[CH:30][C:26]1[CH:25]=[C:24]2[C:29]([C:21](/[CH:20]=[CH:19]/[C:15]3[CH:14]=[N:13][CH:18]=[CH:17][CH:16]=3)=[N:22][NH:23]2)=[CH:28][CH:27]=1. The yield is 0.670. (3) The reactants are [CH:1]1([C:7]([C:9]2[O:10][C:11]3[CH:18]=[CH:17][C:16]([O:19][CH2:20][CH2:21][CH2:22][S:23][CH3:24])=[CH:15][C:12]=3[C:13]=2[CH3:14])=[O:8])[CH2:6][CH2:5][CH2:4][CH2:3][CH2:2]1.[BH4-].[Na+]. The catalyst is O1CCCC1.CO. The product is [CH:1]1([CH:7]([C:9]2[O:10][C:11]3[CH:18]=[CH:17][C:16]([O:19][CH2:20][CH2:21][CH2:22][S:23][CH3:24])=[CH:15][C:12]=3[C:13]=2[CH3:14])[OH:8])[CH2:6][CH2:5][CH2:4][CH2:3][CH2:2]1. The yield is 0.950. (4) The product is [CH:24]12[N:23]([C:10]3[N:9]=[C:8]([C:5]4[CH2:6][CH2:7][O:2][CH2:3][CH:4]=4)[N:13]=[C:12]([C:14]4[CH:15]=[CH:16][C:17]([NH2:20])=[CH:18][CH:19]=4)[N:11]=3)[CH:28]([CH2:29][CH2:30]1)[CH2:27][O:26][CH2:25]2. The catalyst is C(O)(=O)C.C(OCC)(=O)C.[Fe]. The yield is 0.740. The reactants are O.[O:2]1[CH2:7][CH:6]=[C:5]([C:8]2[N:13]=[C:12]([C:14]3[CH:19]=[CH:18][C:17]([N+:20]([O-])=O)=[CH:16][CH:15]=3)[N:11]=[C:10]([N:23]3[CH:28]4[CH2:29][CH2:30][CH:24]3[CH2:25][O:26][CH2:27]4)[N:9]=2)[CH2:4][CH2:3]1.